Task: Predict the product of the given reaction.. Dataset: Forward reaction prediction with 1.9M reactions from USPTO patents (1976-2016) (1) Given the reactants Cl[Si](C)(C)C.[F:6][C:7]1[CH:12]=[CH:11][C:10]([CH:13]([N:15]2[CH2:20][CH2:19][CH2:18][CH2:17][C:16]2=[O:21])[CH3:14])=[CH:9][CH:8]=1.CN(C)CCN(C)C.[I:30]I.S([O-])([O-])(=O)=S.[Na+].[Na+], predict the reaction product. The product is: [F:6][C:7]1[CH:8]=[CH:9][C:10]([CH:13]([N:15]2[CH2:20][CH2:19][CH2:18][CH:17]([I:30])[C:16]2=[O:21])[CH3:14])=[CH:11][CH:12]=1. (2) Given the reactants [ClH:1].[CH2:2]([N:4]([CH2:41][CH3:42])[CH2:5][CH2:6][N:7]([CH2:25][CH2:26][NH:27][CH2:28][CH2:29][C:30]1[C:38]2[S:37][C:36](=[O:39])[NH:35][C:34]=2[C:33]([OH:40])=[CH:32][CH:31]=1)[C:8](=[O:24])[CH2:9][CH2:10][O:11][CH2:12][CH2:13][C:14]1[C:23]2[C:18](=[CH:19][CH:20]=[CH:21][CH:22]=2)[CH:17]=[CH:16][CH:15]=1)[CH3:3].C(OCC)C, predict the reaction product. The product is: [ClH:1].[ClH:1].[CH2:41]([N:4]([CH2:2][CH3:3])[CH2:5][CH2:6][N:7]([CH2:25][CH2:26][NH:27][CH2:28][CH2:29][C:30]1[C:38]2[S:37][C:36](=[O:39])[NH:35][C:34]=2[C:33]([OH:40])=[CH:32][CH:31]=1)[C:8](=[O:24])[CH2:9][CH2:10][O:11][CH2:12][CH2:13][C:14]1[C:23]2[C:18](=[CH:19][CH:20]=[CH:21][CH:22]=2)[CH:17]=[CH:16][CH:15]=1)[CH3:42].